Dataset: Forward reaction prediction with 1.9M reactions from USPTO patents (1976-2016). Task: Predict the product of the given reaction. Given the reactants [Cl:1][C:2]1[N:3]=[C:4](Cl)[C:5]2[CH2:10][CH2:9][CH:8]([C:11]3[CH:16]=[CH:15][C:14]([F:17])=[CH:13][CH:12]=3)[C:6]=2[N:7]=1.[CH:19]([N:22]([CH:25](C)C)CC)(C)[CH3:20].C(#[N:30])C, predict the reaction product. The product is: [Cl:1][C:2]1[N:3]=[C:4]([NH:30][CH2:20][CH2:19][NH:22][CH3:25])[C:5]2[CH2:10][CH2:9][CH:8]([C:11]3[CH:16]=[CH:15][C:14]([F:17])=[CH:13][CH:12]=3)[C:6]=2[N:7]=1.